Dataset: Reaction yield outcomes from USPTO patents with 853,638 reactions. Task: Predict the reaction yield, written as a fraction of the theoretical maximum amount of product (1.0 means a 100% yield; for example, 0.34 means a 34% yield). (1) The reactants are [CH2:1]1[C:4]2([O:9][CH2:8][CH:7]([O:10][C:11]3[CH:16]=[CH:15][N:14]=[C:13]([CH2:17]O)[C:12]=3[CH3:19])[CH2:6][O:5]2)[CH2:3][CH2:2]1.C(N(CC)CC)C.CS(Cl)(=O)=O.C(=O)([O-])O.[Na+].[SH:37][C:38]1[NH:39][C:40]2[CH:46]=[CH:45][CH:44]=[CH:43][C:41]=2[N:42]=1. The catalyst is CO.O1CCCC1. The product is [CH2:1]1[C:4]2([O:9][CH2:8][CH:7]([O:10][C:11]3[CH:16]=[CH:15][N:14]=[C:13]([CH2:17][S:37][C:38]4[NH:42][C:41]5[CH:43]=[CH:44][CH:45]=[CH:46][C:40]=5[N:39]=4)[C:12]=3[CH3:19])[CH2:6][O:5]2)[CH2:3][CH2:2]1. The yield is 0.736. (2) The reactants are [CH3:1][O:2][CH2:3][CH2:4][C@@H:5]1[NH:10][CH2:9][CH2:8][N:7]([C:11]2[C:20]3[N:19]=[C:18]([CH:21]([CH3:23])[CH3:22])[S:17][C:16]=3[NH:15][C:14]3[CH:24]=[CH:25][CH:26]=[CH:27][C:13]=3[N:12]=2)[CH2:6]1.[CH:28](=O)[CH3:29].C(O[BH-](OC(=O)C)OC(=O)C)(=O)C.[Na+].[Cl:45]C(Cl)C. The catalyst is C(=O)(O)[O-].[Na+]. The product is [ClH:45].[ClH:45].[CH2:28]([N:10]1[CH2:9][CH2:8][N:7]([C:11]2[C:20]3[N:19]=[C:18]([CH:21]([CH3:23])[CH3:22])[S:17][C:16]=3[NH:15][C:14]3[CH:24]=[CH:25][CH:26]=[CH:27][C:13]=3[N:12]=2)[CH2:6][C@@H:5]1[CH2:4][CH2:3][O:2][CH3:1])[CH3:29]. The yield is 0.710.